From a dataset of Full USPTO retrosynthesis dataset with 1.9M reactions from patents (1976-2016). Predict the reactants needed to synthesize the given product. (1) Given the product [N:17]1([CH2:23][CH2:24][CH2:25][C:26]2[C:34]3[CH2:33][CH2:32][CH2:31][CH2:30][C:29]=3[NH:28][C:27]=2[CH:35]=[C:9]2[C:8]3[C:12](=[CH:13][CH:14]=[CH:15][C:7]=3[C:4]3[CH:5]=[CH:6][N:1]=[CH:2][CH:3]=3)[NH:11][C:10]2=[O:16])[CH2:22][CH2:21][O:20][CH2:19][CH2:18]1, predict the reactants needed to synthesize it. The reactants are: [N:1]1[CH:6]=[CH:5][C:4]([C:7]2[CH:15]=[CH:14][CH:13]=[C:12]3[C:8]=2[CH2:9][C:10](=[O:16])[NH:11]3)=[CH:3][CH:2]=1.[N:17]1([CH2:23][CH2:24][CH2:25][C:26]2[C:34]3[CH2:33][CH2:32][CH2:31][CH2:30][C:29]=3[NH:28][C:27]=2[CH:35]=O)[CH2:22][CH2:21][O:20][CH2:19][CH2:18]1. (2) Given the product [CH3:1][O:2][C:3]1[CH:12]=[C:11]([O:13][CH3:14])[CH:10]=[C:9]2[C:4]=1[C:5](=[O:27])[NH:6][C:7]([C:15]1[CH:20]=[CH:19][C:18]([N:21]3[CH2:22][CH2:23][N:24]([C:59](=[O:60])[CH2:58][C:57]([F:63])([F:62])[F:56])[CH2:25][CH2:26]3)=[CH:17][CH:16]=1)=[N:8]2, predict the reactants needed to synthesize it. The reactants are: [CH3:1][O:2][C:3]1[CH:12]=[C:11]([O:13][CH3:14])[CH:10]=[C:9]2[C:4]=1[C:5](=[O:27])[NH:6][C:7]([C:15]1[CH:20]=[CH:19][C:18]([N:21]3[CH2:26][CH2:25][NH:24][CH2:23][CH2:22]3)=[CH:17][CH:16]=1)=[N:8]2.CCN=C=NCCCN(C)C.C1C=CC2N(O)N=NC=2C=1.CCN(CC)CC.[F:56][C:57]([F:63])([F:62])[CH2:58][C:59](O)=[O:60]. (3) Given the product [F:15][C:9]1[CH:8]=[C:7]([O:6][CH3:5])[CH:12]=[C:11]([O:13][CH3:14])[C:10]=1[C:16](=[O:19])[CH2:17][CH3:18], predict the reactants needed to synthesize it. The reactants are: ClC(Cl)C.[CH3:5][O:6][C:7]1[CH:8]=[C:9]([F:15])[CH:10]=[C:11]([O:13][CH3:14])[CH:12]=1.[C:16](Cl)(=[O:19])[CH2:17][CH3:18].Cl. (4) Given the product [OH:15][CH2:14][C@H:9]1[C@H:8]([C:7]2[C:6]([O:16][CH3:17])=[CH:5][C:4]([O:18][CH3:19])=[C:3]3[C:2]=2[O:1][C:27]([C:26]2[CH:31]=[CH:32][CH:33]=[CH:34][C:25]=2[O:24][CH3:23])=[CH:21][C:20]3=[O:22])[CH2:12][CH2:11][N:10]1[CH3:13], predict the reactants needed to synthesize it. The reactants are: [OH:1][C:2]1[C:7]([C@@H:8]2[CH2:12][CH2:11][N:10]([CH3:13])[C@H:9]2[CH2:14][OH:15])=[C:6]([O:16][CH3:17])[CH:5]=[C:4]([O:18][CH3:19])[C:3]=1[C:20](=[O:22])[CH3:21].[CH3:23][O:24][C:25]1[CH:34]=[CH:33][CH:32]=[CH:31][C:26]=1[C:27](OC)=O.[H-].[Na+]. (5) The reactants are: [C:1]1([C:7]#[C:8][C:9]2[CH:10]=[CH:11][C:12]([NH2:15])=[N:13][CH:14]=2)[CH:6]=[CH:5][CH:4]=[CH:3][CH:2]=1.N1C=CC=CC=1.[C:22](Cl)(=[O:27])[C:23]([CH3:26])([CH3:25])[CH3:24]. Given the product [CH3:24][C:23]([CH3:26])([CH3:25])[C:22]([NH:15][C:12]1[CH:11]=[CH:10][C:9]([C:8]#[C:7][C:1]2[CH:6]=[CH:5][CH:4]=[CH:3][CH:2]=2)=[CH:14][N:13]=1)=[O:27], predict the reactants needed to synthesize it. (6) The reactants are: Br[C:2]1[CH:7]=[CH:6][C:5]([C:8]([C:14]2[CH:15]=[N:16][CH:17]=[N:18][CH:19]=2)([OH:13])[C:9]([CH3:12])([CH3:11])[CH3:10])=[CH:4][CH:3]=1.[F:20][C:21]([F:33])([F:32])[O:22][C:23]1[CH:28]=[CH:27][C:26](B(O)O)=[CH:25][CH:24]=1.C([O-])([O-])=O.[K+].[K+].CN(C=O)C. Given the product [CH3:10][C:9]([CH3:12])([CH3:11])[C:8]([C:14]1[CH:15]=[N:16][CH:17]=[N:18][CH:19]=1)([C:5]1[CH:6]=[CH:7][C:2]([C:26]2[CH:25]=[CH:24][C:23]([O:22][C:21]([F:20])([F:32])[F:33])=[CH:28][CH:27]=2)=[CH:3][CH:4]=1)[OH:13], predict the reactants needed to synthesize it.